Dataset: Full USPTO retrosynthesis dataset with 1.9M reactions from patents (1976-2016). Task: Predict the reactants needed to synthesize the given product. (1) The reactants are: O=P12OP3(OP(OP(O3)(O1)=O)(=O)O2)=O.[CH3:15][S:16][C:17]1[CH:22]=[CH:21][C:20]([NH:23][C:24](=[O:31])[C:25]([CH3:30])([CH3:29])[C:26]([OH:28])=O)=[CH:19][CH:18]=1. Given the product [CH3:29][C:25]1([CH3:30])[C:26](=[O:28])[C:19]2[C:20](=[CH:21][CH:22]=[C:17]([S:16][CH3:15])[CH:18]=2)[NH:23][C:24]1=[O:31], predict the reactants needed to synthesize it. (2) Given the product [CH:1]([NH:4][C:5]([C:7]1[N:8]([CH3:33])[C:9]([CH:22]([S:40]([C:34]2[CH:39]=[CH:38][CH:37]=[CH:36][CH:35]=2)(=[O:42])=[O:41])[NH2:23])=[CH:10][C:11](=[O:21])[C:12]=1[OH:13])=[O:6])([CH3:2])[CH3:3], predict the reactants needed to synthesize it. The reactants are: [CH:1]([NH:4][C:5]([C:7]1[N:8]([CH3:33])[C:9]([CH2:22][NH:23]S(C2C=CC=CC=2)(=O)=O)=[CH:10][C:11](=[O:21])[C:12]=1[O:13]CC1C=CC=CC=1)=[O:6])([CH3:3])[CH3:2].[C:34]1([S:40](C(N)C2N(C)C(C(O)=O)=C(O)C(=O)C=2)(=[O:42])=[O:41])[CH:39]=[CH:38][CH:37]=[CH:36][CH:35]=1. (3) Given the product [Cl:1][C:2]1[CH:3]=[CH:4][C:5]([O:12][CH2:13][C:14]([N:16]2[CH2:21][C@H:20]([CH3:22])[N:19]([CH2:23][C:24]3[CH:29]=[CH:28][C:27]([F:30])=[CH:26][CH:25]=3)[CH2:18][C@H:17]2[CH3:31])=[O:15])=[C:6]([CH2:8][C:9]([NH:35][S:32]([NH2:36])(=[O:34])=[O:33])=[O:11])[CH:7]=1, predict the reactants needed to synthesize it. The reactants are: [Cl:1][C:2]1[CH:3]=[CH:4][C:5]([O:12][CH2:13][C:14]([N:16]2[CH2:21][C@H:20]([CH3:22])[N:19]([CH2:23][C:24]3[CH:29]=[CH:28][C:27]([F:30])=[CH:26][CH:25]=3)[CH2:18][C@H:17]2[CH3:31])=[O:15])=[C:6]([CH2:8][C:9]([OH:11])=O)[CH:7]=1.[S:32]([NH2:36])([NH2:35])(=[O:34])=[O:33]. (4) Given the product [CH3:1][O:2][C:3](=[O:20])[C:4]1[CH:9]=[CH:8][C:7]([CH:22]2[CH2:27][CH2:26][CH2:25][CH2:24][CH2:23]2)=[C:6]([C:18]#[N:19])[CH:5]=1, predict the reactants needed to synthesize it. The reactants are: [CH3:1][O:2][C:3](=[O:20])[C:4]1[CH:9]=[CH:8][C:7](OS(C(F)(F)F)(=O)=O)=[C:6]([C:18]#[N:19])[CH:5]=1.[Br-].[CH:22]1(C[Zn+])[CH2:27][CH2:26][CH2:25][CH2:24][CH2:23]1.C1COCC1.C(=O)([O-])O.[Na+].